From a dataset of Forward reaction prediction with 1.9M reactions from USPTO patents (1976-2016). Predict the product of the given reaction. (1) The product is: [Cl:1][C:2]1[C:13]([Cl:14])=[CH:12][CH:11]=[CH:10][C:3]=1[C:4]([NH:6][CH2:7][CH2:8][N:16]([CH:18]=[O:21])[OH:17])=[O:5]. Given the reactants [Cl:1][C:2]1[C:13]([Cl:14])=[CH:12][CH:11]=[CH:10][C:3]=1[C:4]([NH:6][CH2:7][CH:8]=O)=[O:5].Cl.[NH2:16][OH:17].[C:18]([O-:21])(=O)C.[Na+], predict the reaction product. (2) Given the reactants [OH:1][C:2]1[CH:7]=[CH:6][C:5]([S:8][CH2:9][CH2:10][CH2:11][C:12]([OH:14])=O)=[CH:4][CH:3]=1.[CH3:15][NH:16][C:17]1[CH:22]=[CH:21][CH:20]=[CH:19][CH:18]=1, predict the reaction product. The product is: [OH:1][C:2]1[CH:3]=[CH:4][C:5]([S:8][CH2:9][CH2:10][CH2:11][C:12]([N:16]([CH3:15])[C:17]2[CH:22]=[CH:21][CH:20]=[CH:19][CH:18]=2)=[O:14])=[CH:6][CH:7]=1. (3) Given the reactants [Br:1][C:2]1[CH:3]=[C:4]2[C:8](=[CH:9][CH:10]=1)[N:7]([CH2:11][CH2:12][CH2:13][CH2:14][O:15][Si](C(C)(C)C)(C)C)[C:6]([C:23]1[C:28]3[N:29]([CH3:36])[C:30](=[O:35])[N:31]([CH:32]4[CH2:34][CH2:33]4)[C:27]=3[CH:26]=[CH:25][N:24]=1)=[CH:5]2.[F-].[NH4+], predict the reaction product. The product is: [Br:1][C:2]1[CH:3]=[C:4]2[C:8](=[CH:9][CH:10]=1)[N:7]([CH2:11][CH2:12][CH2:13][CH2:14][OH:15])[C:6]([C:23]1[C:28]3[N:29]([CH3:36])[C:30](=[O:35])[N:31]([CH:32]4[CH2:34][CH2:33]4)[C:27]=3[CH:26]=[CH:25][N:24]=1)=[CH:5]2. (4) Given the reactants Cl[C:2]1[C:7]([CH3:8])=[C:6]([Cl:9])[N:5]=[C:4]([CH3:10])[N:3]=1.[NH:11]([CH3:13])[CH3:12], predict the reaction product. The product is: [Cl:9][C:6]1[N:5]=[C:4]([CH3:10])[N:3]=[C:2]([N:11]([CH3:13])[CH3:12])[C:7]=1[CH3:8]. (5) Given the reactants [Cl:1][C:2]1[C:3]([CH3:29])=[C:4]([NH:10][C@H:11]([C@@H:26]([OH:28])[CH3:27])[C:12]([NH:14][NH:15][C:16](=[O:25])[C:17]2[CH:22]=[CH:21][C:20]([C:23]#[N:24])=[CH:19][CH:18]=2)=[O:13])[CH:5]=[CH:6][C:7]=1[C:8]#[N:9].[CH3:30][C:31]([Si:34](Cl)([CH3:36])[CH3:35])([CH3:33])[CH3:32].N1C=CN=C1, predict the reaction product. The product is: [Si:34]([O:28][C@@H:26]([CH3:27])[C@@H:11]([NH:10][C:4]1[CH:5]=[CH:6][C:7]([C:8]#[N:9])=[C:2]([Cl:1])[C:3]=1[CH3:29])[C:12]([NH:14][NH:15][C:16](=[O:25])[C:17]1[CH:22]=[CH:21][C:20]([C:23]#[N:24])=[CH:19][CH:18]=1)=[O:13])([C:31]([CH3:33])([CH3:32])[CH3:30])([CH3:36])[CH3:35].